This data is from HIV replication inhibition screening data with 41,000+ compounds from the AIDS Antiviral Screen. The task is: Binary Classification. Given a drug SMILES string, predict its activity (active/inactive) in a high-throughput screening assay against a specified biological target. The drug is O=C(c1cccs1)N(C(=O)N1CCC(c2ccccc2)CC1)c1ccccc1. The result is 0 (inactive).